This data is from Forward reaction prediction with 1.9M reactions from USPTO patents (1976-2016). The task is: Predict the product of the given reaction. (1) Given the reactants [Cl:1][C:2]1[C:7]([O:8][CH3:9])=[C:6](Cl)[N:5]=[C:4]([C:11]2[CH:16]=[CH:15][CH:14]=[C:13]([F:17])[CH:12]=2)[N:3]=1.[OH-].[NH4+:19], predict the reaction product. The product is: [Cl:1][C:2]1[N:3]=[C:4]([C:11]2[CH:16]=[CH:15][CH:14]=[C:13]([F:17])[CH:12]=2)[N:5]=[C:6]([NH2:19])[C:7]=1[O:8][CH3:9]. (2) Given the reactants Cl[C:2]1[N:10]=[C:9]([F:11])[N:8]=[C:7]2[C:3]=1[NH:4][CH:5]=[N:6]2.CCN(C(C)C)C(C)C.[CH3:21][C:22]1[CH:27]=[C:26]([CH3:28])[N:25]=[CH:24][C:23]=1[CH2:29][NH2:30], predict the reaction product. The product is: [CH3:21][C:22]1[CH:27]=[C:26]([CH3:28])[N:25]=[CH:24][C:23]=1[CH2:29][NH:30][C:2]1[N:10]=[C:9]([F:11])[N:8]=[C:7]2[C:3]=1[N:4]=[CH:5][NH:6]2. (3) Given the reactants [OH:1][C:2]1[CH:3]=[C:4]([C:20]([NH:22][CH2:23][C:24]2[CH:29]=[CH:28][C:27]([S:30]([CH:33]([CH3:35])[CH3:34])(=[O:32])=[O:31])=[CH:26][CH:25]=2)=[O:21])[C:5](=[O:19])[N:6]([C:9]2[CH:14]=[CH:13][CH:12]=[C:11]([C:15]([F:18])([F:17])[F:16])[CH:10]=2)[C:7]=1[CH3:8].[Br:36][CH2:37][CH2:38][CH2:39]Br, predict the reaction product. The product is: [Br:36][CH2:37][CH2:38][CH2:39][O:1][C:2]1[CH:3]=[C:4]([C:20]([NH:22][CH2:23][C:24]2[CH:25]=[CH:26][C:27]([S:30]([CH:33]([CH3:35])[CH3:34])(=[O:31])=[O:32])=[CH:28][CH:29]=2)=[O:21])[C:5](=[O:19])[N:6]([C:9]2[CH:14]=[CH:13][CH:12]=[C:11]([C:15]([F:16])([F:18])[F:17])[CH:10]=2)[C:7]=1[CH3:8]. (4) Given the reactants C(=O)(O)[O-].[Na+].[C:14](O[C:14]([O:16][C:17]([CH3:20])([CH3:19])[CH3:18])=[O:15])([O:16][C:17]([CH3:20])([CH3:19])[CH3:18])=[O:15].Br.[Br:22][CH2:23][CH2:24][NH2:25], predict the reaction product. The product is: [Br:22][CH2:23][CH2:24][NH:25][C:14](=[O:15])[O:16][C:17]([CH3:18])([CH3:19])[CH3:20]. (5) Given the reactants [OH:1][C:2]1[CH:10]=[CH:9][CH:8]=[C:7]2[C:3]=1[CH2:4][CH2:5][NH:6]2.OC1C=C2C(=CC=1)N([CH2:21][C:22]1([NH:30][C:31](=[O:37])[O:32][C:33]([CH3:36])([CH3:35])[CH3:34])[CH2:27][O:26][C:25]([CH3:29])([CH3:28])[O:24][CH2:23]1)CC2, predict the reaction product. The product is: [OH:1][C:2]1[CH:10]=[CH:9][CH:8]=[C:7]2[C:3]=1[CH2:4][CH2:5][N:6]2[CH2:21][C:22]1([NH:30][C:31](=[O:37])[O:32][C:33]([CH3:36])([CH3:35])[CH3:34])[CH2:27][O:26][C:25]([CH3:28])([CH3:29])[O:24][CH2:23]1.